Dataset: Catalyst prediction with 721,799 reactions and 888 catalyst types from USPTO. Task: Predict which catalyst facilitates the given reaction. (1) The catalyst class is: 6. Reactant: [CH3:1][C:2]1[N:3]=[N:4][NH:5][N:6]=1.[Br:7][C:8]1[CH:15]=[CH:14][C:11]([C:12]#[N:13])=[CH:10][C:9]=1[CH2:16]Br.C(=O)([O-])[O-].[K+].[K+]. Product: [Br:7][C:8]1[CH:15]=[CH:14][C:11]([C:12]#[N:13])=[CH:10][C:9]=1[CH2:16][N:4]1[N:5]=[N:6][C:2]([CH3:1])=[N:3]1. (2) Reactant: [C:1]1([N:7]2[C:12](=[O:13])[NH:11][C:10](=[O:14])[C:9]([C:15]#[N:16])=[N:8]2)[CH:6]=[CH:5][CH:4]=[CH:3][CH:2]=1.[CH3:17]N(C=O)C.[H-].[Na+].Br[CH2:25][CH:26]=[CH2:27]. Product: [C:1]1([N:7]2[C:12](=[O:13])[N:11]([CH2:27][CH2:26][CH2:25][CH3:17])[C:10](=[O:14])[C:9]([C:15]#[N:16])=[N:8]2)[CH:2]=[CH:3][CH:4]=[CH:5][CH:6]=1. The catalyst class is: 6. (3) Reactant: COC1C=CC(C[N:8]2[C:12]3=[N:13][CH:14]=[C:15]([C:17]4[CH:22]=[CH:21][CH:20]=[C:19]([CH2:23][N:24]5[CH2:29][CH2:28][N:27]([CH3:30])[CH2:26][CH2:25]5)[CH:18]=4)[CH:16]=[C:11]3[CH:10]=[CH:9]2)=CC=1.FC(F)(F)C(O)=O. Product: [CH3:30][N:27]1[CH2:26][CH2:25][N:24]([CH2:23][C:19]2[CH:18]=[C:17]([C:15]3[CH:16]=[C:11]4[CH:10]=[CH:9][NH:8][C:12]4=[N:13][CH:14]=3)[CH:22]=[CH:21][CH:20]=2)[CH2:29][CH2:28]1. The catalyst class is: 22. (4) Reactant: C[O:2][C:3](=[O:19])[CH2:4][CH2:5][C:6]1[CH:11]=[C:10]([CH:12]([CH3:14])[CH3:13])[C:9]([OH:15])=[C:8]([CH:16]([CH3:18])[CH3:17])[CH:7]=1.C1COCC1.O. Product: [OH:15][C:9]1[C:8]([CH:16]([CH3:18])[CH3:17])=[CH:7][C:6]([CH2:5][CH2:4][C:3]([OH:19])=[O:2])=[CH:11][C:10]=1[CH:12]([CH3:14])[CH3:13]. The catalyst class is: 644. (5) Reactant: [NH2:1][C:2]1[CH:11]=[C:10]([C:12]([F:15])([F:14])[F:13])[CH:9]=[CH:8][C:3]=1[C:4]([O:6][CH3:7])=[O:5].[Cl:16][C:17]1[S:21][C:20]([C:22](Cl)=[O:23])=[CH:19][CH:18]=1. Product: [Cl:16][C:17]1[S:21][C:20]([C:22]([NH:1][C:2]2[CH:11]=[C:10]([C:12]([F:13])([F:14])[F:15])[CH:9]=[CH:8][C:3]=2[C:4]([O:6][CH3:7])=[O:5])=[O:23])=[CH:19][CH:18]=1. The catalyst class is: 10. (6) Reactant: [CH2:1]([NH:3][C:4](=[O:16])[NH:5][C:6]1[CH:14]=[CH:13][CH:12]=[C:11]([CH3:15])[C:7]=1[C:8]([OH:10])=O)[CH3:2].C(N(CC)CC)C.C(Cl)CCl. Product: [CH2:1]([NH:3][C:4]1[O:16][C:8](=[O:10])[C:7]2[C:11]([CH3:15])=[CH:12][CH:13]=[CH:14][C:6]=2[N:5]=1)[CH3:2]. The catalyst class is: 91.